Dataset: Full USPTO retrosynthesis dataset with 1.9M reactions from patents (1976-2016). Task: Predict the reactants needed to synthesize the given product. (1) Given the product [NH2:41][C:39]1[CH:38]=[CH:37][C:36]([O:44][CH:45]2[CH2:48][O:47][CH2:46]2)=[C:35]([N:32]2[C:33](=[O:34])[N:29]([CH3:28])[N:30]=[N:31]2)[CH:40]=1, predict the reactants needed to synthesize it. The reactants are: CC1C=C2N=C3C(=NC(NC3=O)=O)N(C[C@H](O)[C@H](O)[C@H](O)CO)C2=CC=1C.[CH3:28][N:29]1[C:33](=[O:34])[N:32]([C:35]2[CH:40]=[C:39]([N+:41]([O-])=O)[CH:38]=[CH:37][C:36]=2[O:44][CH:45]2[CH2:48][O:47][CH2:46]2)[N:31]=[N:30]1. (2) Given the product [C:20]([C:2]1[CH:7]=[CH:6][C:5]([NH:8][C:9](=[O:14])[C:10]([CH3:13])([CH3:12])[CH3:11])=[C:4]([CH3:15])[C:3]=1[C:16]([F:19])([F:18])[F:17])#[N:21], predict the reactants needed to synthesize it. The reactants are: Cl[C:2]1[CH:7]=[CH:6][C:5]([NH:8][C:9](=[O:14])[C:10]([CH3:13])([CH3:12])[CH3:11])=[C:4]([CH3:15])[C:3]=1[C:16]([F:19])([F:18])[F:17].[CH3:20][N:21]1C(=O)CCC1. (3) Given the product [CH3:24][C:11]1[O:12][C:13]([C:15]2[CH:31]=[CH:30][C:29]([C:32]([F:35])([F:34])[F:33])=[CH:28][N:27]=2)=[CH:14][C:10]=1[CH2:9][OH:8], predict the reactants needed to synthesize it. The reactants are: C([Si]([O:8][CH2:9][C:10]1[CH:14]=[C:13]([CH2:15]B2OCC(C)(C)CO2)[O:12][C:11]=1[CH3:24])(C)C)(C)(C)C.ClC1[CH:31]=[CH:30][C:29]([C:32]([F:35])([F:34])[F:33])=[CH:28][N:27]=1.C(=O)([O-])[O-].[Na+].[Na+].COCCOC. (4) Given the product [C:1]([O:5][C:6]([N:8]1[CH2:13][CH2:12][CH:11]([O:14][C:15]2[CH:32]=[C:31]([N:33]3[CH2:34][CH2:35][CH2:36][CH2:37]3)[CH:30]=[CH:29][C:16]=2[C:17]2[O:18][C:22](=[O:24])[C:21]3[CH:25]=[CH:26][CH:27]=[CH:28][C:20]=3[N:19]=2)[CH2:10][CH2:9]1)=[O:7])([CH3:2])([CH3:3])[CH3:4], predict the reactants needed to synthesize it. The reactants are: [C:1]([O:5][C:6]([N:8]1[CH2:13][CH2:12][CH:11]([O:14][C:15]2[CH:32]=[C:31]([N:33]3[CH2:37][CH2:36][CH2:35][CH2:34]3)[CH:30]=[CH:29][C:16]=2[C:17]([NH:19][C:20]2[CH:28]=[CH:27][CH:26]=[CH:25][C:21]=2[C:22]([OH:24])=O)=[O:18])[CH2:10][CH2:9]1)=[O:7])([CH3:4])([CH3:3])[CH3:2].N1C=CC=CC=1.C(Cl)(=O)C(Cl)=O.